The task is: Regression. Given a target protein amino acid sequence and a drug SMILES string, predict the binding affinity score between them. We predict pIC50 (pIC50 = -log10(IC50 in M); higher means more potent). Dataset: bindingdb_ic50.. This data is from Drug-target binding data from BindingDB using IC50 measurements. (1) The small molecule is C=C(C)CNC(=O)C1N(C(=O)[C@@H](O)[C@H](Cc2ccccc2)NC(=O)[C@@H](NC(=O)[C@@H](NC(C)=O)c2ccccc2)C(C)(C)C)CSC1(C)C. The target protein (P10274) has sequence MGQIFSRSASPIPRPPRGLAAHHWLNFLQAAYRLEPGPSSYDFHQLKKFLKIALETPARICPINYSLLASLLPKGYPGRVNEILHILIQTQAQIPSRPAPPPPSSPTHDPPDSDPQIPPPYVEPTAPQVLPVMHPHGAPPNHRPWQMKDLQAIKQEVSQAAPGSPQFMQTIRLAVQQFDPTAKDLQDLLQYLCSSLVASLHHQQLDSLISEAETRGITGYNPLAGPLRVQANNPQQQGLRREYQQLWLAAFAALPGSAKDPSWASILQGLEEPYHAFVERLNIALDNGLPEGTPKDPILRSLAYSNANKECQKLLQARGHTNSPLGDMLRACQTWTPKDKTKVLVVQPKKPPPNQPCFRCGKAGHWSRDCTQPRPPPGPCPLCQDPTHWKRDCPRLKPTIPEPEPEEDALLLDLPADIPHPKNLHRGGGLTSPPTLQQVLPNQDPASILPVIPLDPARRPVIKAQVDTQTSHPKTIEALLDTGADMTVLPIALFSSNTPL.... The pIC50 is 6.8. (2) The compound is CCNC(=O)Nc1nc2cc(N)ncc2cc1-c1c(Cl)cccc1Cl. The target protein (P12931) has sequence MGSNKSKPKDASQRRRSLEPAENVHGAGGGAFPASQTPSKPASADGHRGPSAAFAPAAAEPKLFGGFNSSDTVTSPQRAGPLAGGVTTFVALYDYESRTETDLSFKKGERLQIVNNTEGDWWLAHSLSTGQTGYIPSNYVAPSDSIQAEEWYFGKITRRESERLLLNAENPRGTFLVRESETTKGAYCLSVSDFDNAKGLNVKHYKIRKLDSGGFYITSRTQFNSLQQLVAYYSKHADGLCHRLTTVCPTSKPQTQGLAKDAWEIPRESLRLEVKLGQGCFGEVWMGTWNGTTRVAIKTLKPGTMSPEAFLQEAQVMKKLRHEKLVQLYAVVSEEPIYIVTEYMSKGSLLDFLKGETGKYLRLPQLVDMAAQIASGMAYVERMNYVHRDLRAANILVGENLVCKVADFGLARLIEDNEYTARQGAKFPIKWTAPEAALYGRFTIKSDVWSFGILLTELTTKGRVPYPGMVNREVLDQVERGYRMPCPPECPESLHDLMCQ.... The pIC50 is 7.0. (3) The drug is O=C1Nc2cc(Nc3cccc(NC(=O)c4cccc(C(F)(F)F)c4)c3)ccc2/C1=C/c1ccc[nH]1. The target protein (P16056) has sequence MKAPTVLAPGILVLLLSLVQRSHGECKEALVKSEMNVNMKYQLPNFTAETPIQNVVLHGHHIYLGATNYIYVLNDKDLQKVSEFKTGPVLEHPDCLPCRDCSSKANSSGGVWKDNINMALLVDTYYDDQLISCGSVNRGTCQRHVLPPDNSADIQSEVHCMFSPEEESGQCPDCVVSALGAKVLLSEKDRFINFFVGNTINSSYPPGYSLHSISVRRLKETQDGFKFLTDQSYIDVLPEFLDSYPIKYIHAFESNHFIYFLTVQKETLDAQTFHTRIIRFCSVDSGLHSYMEMPLECILTEKRRKRSTREEVFNILQAAYVSKPGANLAKQIGASPSDDILFGVFAQSKPDSAEPVNRSAVCAFPIKYVNDFFNKIVNKNNVRCLQHFYGPNHEHCFNRTLLRNSSGCEARSDEYRTEFTTALQRVDLFMGRLNQVLLTSISTFIKGDLTIANLGTSEGRFMQVVLSRTAHLTPHVNFLLDSHPVSPEVIVEHPSNQNGY.... The pIC50 is 5.0. (4) The drug is CC(C)n1cnc2c(Nc3cccc(Cl)c3)nc(NCCO)nc21. The target protein (P43568) has sequence MKLDSIDITHCQLVKSTRTARIYRSDTYAIKCLALDFDIPPHNAKFEVSILNKLGNKCKHILPLLESKATDNNDLLLLFPFEEMNLYEFMQMHYKRDRRKKNPYYDLLNPSIPIVADPPVQKYTNQLDVNRYSLSFFRQMVEGIAFLHENKIIHRDIKPQNIMLTNNTSTVSPKLYIIDFGISYDMANNSQTSAEPMDSKVTDISTGIYKAPEVLFGVKCYDGGVDVWSLLIIISQWFQRETSRMGHVPAMIDDGSDDMNSDGSDFRLICSIFEKLGIPSIQKWEEVAQHGSVDAFVGMFGADGDGKYVLDQEKDVQISIVERNMPRLDEIADVKVKQKFINCILGMVSFSPNERWSCQRILQELEKP. The pIC50 is 3.3. (5) The compound is O=C(C1CCCN(Cc2cccnc2)C1)N1CCCCC1. The target protein sequence is MTKKVGVGQAHSKIILIGEHAVVYGYPAISLPLLEVEVTCKVVPAESPWRLYEEDTLSMAVYASLEYLNITEACIRCEIDSAIPEKRGMGSSAAISIAAIRAVFDYYQADLPHDVLEILVNRAEMIAHMNPSGLDAKTCLSDQPIRFIKNVGFTELEMDLSAYLVIADTGVYGHTREAIQVVQNKGKDALPFLHALGELTQQAEIAISQKDAEGLGQILSQAHLHLKEIGVSSLEADSLVETALSHGALGAKMSGGGLGGCIIALVTNLTHAQELAERLEEKGAVQTWIESL. The pIC50 is 2.0. (6) The small molecule is CC(=O)CC(SCC(NC(=O)CCC(N)C(=O)O)C(=O)NCC(=O)O)C(C)C. The target protein (P09210) has sequence MAEKPKLHYSNIRGRMESIRWLLAAAGVEFEEKFIKSAEDLDKLRNDGYLMFQQVPMVEIDGMKLVQTRAILNYIASKYNLYGKDIKEKALIDMYIEGIADLGEMILLLPFSQPEEQDAKLALIQEKTKNRYFPAFEKVLKSHGQDYLVGNKLSRADIHLVELLYYVEELDSSLISSFPLLKALKTRISNLPTVKKFLQPGSPRKPPMDEKSLEESRKIFRF. The pIC50 is 4.2. (7) The drug is COc1cc(N2Cc3ccc(Cc4ccc(C)cc4)nc3C2=O)ccc1OCCN1CCCC1. The target protein sequence is MSVGAMKKGVGRAVGLGGGSGCQATEEDPLPNCGACAPGQGGRRWRLPQPAWVEGSSARLWEQATGTGWMDLEASLLPTGPNASNTSDGPDNLTSAGSPPRTGSISYINIIMPSVFGTICLLGIIGNSTVIFAVVKKSKLHWCNNVPDIFIINLSVVDLLFLLGMPFMIHQLMGNGVWHFGETMCTLITAMDANSQFTSTYILTAMAIDRYLATVHPISSTKFRKPSVATLVICLLWALSFISITPVWLYARLIPFPGGAVGCGIRLPNPDTDLYWFTLYQFFLAFALPFVVITAAYVRILQRMTSSVAPASQRSIRLRTKRVTRTAIAICLVFFVCWAPYYVLQLTQLSISRPTLTFVYLYNAAISLGYANSCLNPFVYIVLCETFRKRLVLSVKPAAQGQLRAVSNAQTADEERTESKGT. The pIC50 is 6.8.